Dataset: Full USPTO retrosynthesis dataset with 1.9M reactions from patents (1976-2016). Task: Predict the reactants needed to synthesize the given product. (1) Given the product [C:7]([O:11][C:12]([NH:14][C@H:15]1[CH2:20][CH2:19][C@H:18](/[C:21](/[C:23]2[S:27][CH:26]=[C:25]([C:28]([O:30][CH3:31])=[O:29])[C:24]=2[CH3:32])=[CH:1]\[CH3:2])[CH2:17][CH2:16]1)=[O:13])([CH3:10])([CH3:9])[CH3:8], predict the reactants needed to synthesize it. The reactants are: [CH3:1][C:2](C)([O-])C.[K+].[C:7]([O:11][C:12]([NH:14][C@H:15]1[CH2:20][CH2:19][C@H:18]([C:21]([C:23]2[S:27][CH:26]=[C:25]([C:28]([O:30][CH3:31])=[O:29])[C:24]=2[CH3:32])=O)[CH2:17][CH2:16]1)=[O:13])([CH3:10])([CH3:9])[CH3:8]. (2) Given the product [Cl:1][C:2]1[CH:3]=[C:4]([N:9]2[CH:13]([OH:33])[CH2:12][CH:11]([C:15]3[CH:20]=[CH:19][C:18]([O:21][CH3:22])=[C:17]([O:23][CH2:24][CH2:25][N:26]4[CH2:27][CH2:28][CH2:29][CH2:30][CH2:31]4)[CH:16]=3)[C:10]2=[O:32])[CH:5]=[CH:6][C:7]=1[Cl:8], predict the reactants needed to synthesize it. The reactants are: [Cl:1][C:2]1[CH:3]=[C:4]([NH:9][C:10](=[O:32])[CH:11]([C:15]2[CH:20]=[CH:19][C:18]([O:21][CH3:22])=[C:17]([O:23][CH2:24][CH2:25][N:26]3[CH2:31][CH2:30][CH2:29][CH2:28][CH2:27]3)[CH:16]=2)[CH2:12][CH:13]=C)[CH:5]=[CH:6][C:7]=1[Cl:8].[O-:33]S([O-])(=S)=O.[Na+].[Na+]. (3) Given the product [Br:1][C:2]1[CH:7]=[C:6]([Cl:8])[C:5]([S:9]([NH:14][C:15]2[C:16]([CH3:21])=[N:17][O:18][C:19]=2[CH3:20])(=[O:11])=[O:10])=[C:4]([Cl:13])[CH:3]=1, predict the reactants needed to synthesize it. The reactants are: [Br:1][C:2]1[CH:7]=[C:6]([Cl:8])[C:5]([S:9](Cl)(=[O:11])=[O:10])=[C:4]([Cl:13])[CH:3]=1.[NH2:14][C:15]1[C:16]([CH3:21])=[N:17][O:18][C:19]=1[CH3:20]. (4) The reactants are: [N:1]1[CH:6]=[CH:5][CH:4]=[C:3](C2C=C(C=CC=2)C(O)=O)[CH:2]=1.C1[CH2:20][O:19]CC1.C1([N:27]=C=NC2CCCCC2)CCCCC1.NC1CCN([C:43]([O:45][C:46]([CH3:49])([CH3:48])[CH3:47])=[O:44])CC1. Given the product [C:43]([CH:6]1[CH2:5][CH2:4][CH2:3][CH2:2][N:1]1[C:20]([NH2:27])=[O:19])([O:45][C:46]([CH3:47])([CH3:48])[CH3:49])=[O:44], predict the reactants needed to synthesize it. (5) Given the product [F:16][C:17]1[CH:22]=[CH:21][C:20]([C:2]2[CH:11]=[C:10]3[C:5]([CH2:6][CH2:7][N:8]([S:12]([CH3:15])(=[O:14])=[O:13])[CH2:9]3)=[CH:4][CH:3]=2)=[CH:19][CH:18]=1, predict the reactants needed to synthesize it. The reactants are: Br[C:2]1[CH:11]=[C:10]2[C:5]([CH2:6][CH2:7][N:8]([S:12]([CH3:15])(=[O:14])=[O:13])[CH2:9]2)=[CH:4][CH:3]=1.[F:16][C:17]1[CH:22]=[CH:21][C:20](B(O)O)=[CH:19][CH:18]=1.C(=O)([O-])[O-].[K+].[K+].C1(P(C2C=CC=CC=2)C2C=CC=CC=2)C=CC=CC=1. (6) Given the product [Cl:1][C:2]1[CH:7]=[C:6]([F:8])[CH:5]=[CH:4][C:3]=1[C:9]([C:11]1[C:12]([CH3:26])=[N:13][N:14]([CH3:25])[C:15]=1[C:16]1[C:21]([F:22])=[CH:20][C:19]([O:23][CH2:34][CH:35]2[CH2:37][CH2:36]2)=[CH:18][C:17]=1[F:24])=[O:10], predict the reactants needed to synthesize it. The reactants are: [Cl:1][C:2]1[CH:7]=[C:6]([F:8])[CH:5]=[CH:4][C:3]=1[C:9]([C:11]1[C:12]([CH3:26])=[N:13][N:14]([CH3:25])[C:15]=1[C:16]1[C:21]([F:22])=[CH:20][C:19]([OH:23])=[CH:18][C:17]=1[F:24])=[O:10].C(=O)([O-])[O-].[K+].[K+].I[CH2:34][CH:35]1[CH2:37][CH2:36]1. (7) Given the product [CH2:1]([O:3][C:4](=[O:26])[CH2:5][N:6]1[CH2:11][CH2:10][N:9]([CH2:12][CH2:13][CH2:14][C:15]2[C:23]3[CH2:22][CH2:21][CH2:20][CH2:19][C:18]=3[NH:17][C:16]=2/[CH:24]=[C:35]2\[C:36](=[O:41])[NH:37][C:38]3[C:34]\2=[CH:33][C:32]([S:29](=[O:31])(=[O:30])[NH:28][CH3:27])=[CH:40][CH:39]=3)[CH2:8][CH2:7]1)[CH3:2], predict the reactants needed to synthesize it. The reactants are: [CH2:1]([O:3][C:4](=[O:26])[CH2:5][N:6]1[CH2:11][CH2:10][N:9]([CH2:12][CH2:13][CH2:14][C:15]2[C:23]3[CH2:22][CH2:21][CH2:20][CH2:19][C:18]=3[NH:17][C:16]=2[CH:24]=O)[CH2:8][CH2:7]1)[CH3:2].[CH3:27][NH:28][S:29]([C:32]1[CH:33]=[C:34]2[C:38](=[CH:39][CH:40]=1)[NH:37][C:36](=[O:41])[CH2:35]2)(=[O:31])=[O:30]. (8) Given the product [O:13]1[CH2:14][CH2:15][CH:10]([C@@H:8]([NH2:7])[CH3:9])[CH2:11][CH2:12]1, predict the reactants needed to synthesize it. The reactants are: CC([S@]([NH:7][CH:8]([CH:10]1[CH2:15][CH2:14][O:13][CH2:12][CH2:11]1)[CH3:9])=O)(C)C.Cl.O1CCOCC1. (9) Given the product [Br:1][C:2]1[CH:9]=[CH:8][C:7]([C:47]#[N:48])=[CH:6][C:3]=1[CH2:4][OH:5], predict the reactants needed to synthesize it. The reactants are: [Br:1][C:2]1[CH:9]=[CH:8][C:7](O[Si](C(C)(C)C)(C)C)=[CH:6][C:3]=1[CH2:4][OH:5].[Cl-].COC[P+](C1C=CC=CC=1)(C1C=CC=CC=1)C1C=CC=CC=1.CC(C)([O-])C.[K+].[CH3:47][N:48](C)C=O.